This data is from Forward reaction prediction with 1.9M reactions from USPTO patents (1976-2016). The task is: Predict the product of the given reaction. (1) Given the reactants [NH2:1][CH2:2][CH2:3][CH2:4][C:5]([CH3:9])([CH3:8])[CH2:6][OH:7].[N:10]([CH2:13][CH2:14][C:15]1[CH:20]=[CH:19][CH:18]=[CH:17][CH:16]=1)=[C:11]=[O:12], predict the reaction product. The product is: [OH:7][CH2:6][C:5]([CH3:9])([CH3:8])[CH2:4][CH2:3][CH2:2][NH:1][C:11]([NH:10][CH2:13][CH2:14][C:15]1[CH:20]=[CH:19][CH:18]=[CH:17][CH:16]=1)=[O:12]. (2) Given the reactants [F:1][C:2]1[CH:11]=[C:10]([NH:12][S:13]([C:16]2[CH:21]=[CH:20][C:19]([N:22]3[CH:26]=[C:25]([CH2:27][O:28][CH3:29])[N:24]=[N:23]3)=[CH:18][CH:17]=2)(=[O:15])=[O:14])[C:9]([F:30])=[CH:8][C:3]=1[C:4]([O:6]C)=[O:5].[OH-].[Li+].Cl, predict the reaction product. The product is: [F:1][C:2]1[CH:11]=[C:10]([NH:12][S:13]([C:16]2[CH:21]=[CH:20][C:19]([N:22]3[CH:26]=[C:25]([CH2:27][O:28][CH3:29])[N:24]=[N:23]3)=[CH:18][CH:17]=2)(=[O:15])=[O:14])[C:9]([F:30])=[CH:8][C:3]=1[C:4]([OH:6])=[O:5]. (3) Given the reactants CN(C)C(N(C)C)=N.[CH3:9][O:10][C:11](=[O:40])[CH:12](P(OC)(OC)=O)[NH:13][C:14](=[O:33])[C:15]1[CH:20]=[CH:19][C:18]([C:21]([NH:23][CH2:24][C:25]2[CH:30]=[CH:29][CH:28]=[C:27]([OH:31])[CH:26]=2)=[O:22])=[CH:17][C:16]=1[Cl:32].[CH2:41]([C:43]1[S:44][C:45]([CH:49]=O)=[C:46]([CH3:48])[N:47]=1)[CH3:42], predict the reaction product. The product is: [CH3:9][O:10][C:11](=[O:40])/[C:12](/[NH:13][C:14](=[O:33])[C:15]1[CH:20]=[CH:19][C:18]([C:21]([NH:23][CH2:24][C:25]2[CH:30]=[CH:29][CH:28]=[C:27]([OH:31])[CH:26]=2)=[O:22])=[CH:17][C:16]=1[Cl:32])=[CH:49]/[C:45]1[S:44][C:43]([CH2:41][CH3:42])=[N:47][C:46]=1[CH3:48]. (4) Given the reactants Cl[C:2]1[C:3]2[C:4](=[CH:16][N:17](CC3C=CC(OC)=CC=3)[N:18]=2)[N:5]=[C:6]([C:8]2[CH:13]=[CH:12][C:11]([O:14][CH3:15])=[CH:10][CH:9]=2)[N:7]=1.[S:28]1[CH2:33][CH2:32][N:31]([C:34]2[CH:40]=[CH:39][C:37]([NH2:38])=[CH:36][CH:35]=2)[CH2:30][CH2:29]1.Cl, predict the reaction product. The product is: [CH3:15][O:14][C:11]1[CH:10]=[CH:9][C:8]([C:6]2[N:7]=[C:2]([NH:38][C:37]3[CH:36]=[CH:35][C:34]([N:31]4[CH2:32][CH2:33][S:28][CH2:29][CH2:30]4)=[CH:40][CH:39]=3)[C:3]3[NH:18][N:17]=[CH:16][C:4]=3[N:5]=2)=[CH:13][CH:12]=1. (5) Given the reactants F[C:2]1[CH:9]=[CH:8][C:7]([C:10]([F:13])([F:12])[F:11])=[CH:6][C:3]=1[CH:4]=[O:5].[NH:14]1[CH2:18][CH2:17][CH2:16][CH2:15]1.C(=O)([O-])[O-].[K+].[K+].CS(C)=O, predict the reaction product. The product is: [N:14]1([C:2]2[CH:9]=[CH:8][C:7]([C:10]([F:13])([F:12])[F:11])=[CH:6][C:3]=2[CH:4]=[O:5])[CH2:18][CH2:17][CH2:16][CH2:15]1. (6) Given the reactants [CH:1]1[N:5]2[C:6]3[C:11]([NH:12][CH2:13][C:4]2=[C:3]([C:14]([O:16][CH2:17][CH3:18])=[O:15])[N:2]=1)=[CH:10][CH:9]=[CH:8][CH:7]=3.[C:19](O[C:19]([O:21][C:22]([CH3:25])([CH3:24])[CH3:23])=[O:20])([O:21][C:22]([CH3:25])([CH3:24])[CH3:23])=[O:20].C(N(CC)CC)C.[H-].[Na+], predict the reaction product. The product is: [CH:1]1[N:5]2[C:6]3[C:11]([N:12]([C:19]([O:21][C:22]([CH3:25])([CH3:24])[CH3:23])=[O:20])[CH2:13][C:4]2=[C:3]([C:14]([O:16][CH2:17][CH3:18])=[O:15])[N:2]=1)=[CH:10][CH:9]=[CH:8][CH:7]=3.